This data is from Forward reaction prediction with 1.9M reactions from USPTO patents (1976-2016). The task is: Predict the product of the given reaction. Given the reactants [OH:1][C@H:2]([C:22]1[CH:27]=[CH:26][CH:25]=[CH:24][CH:23]=1)[CH2:3][N:4]([CH2:12][CH2:13][O:14][C:15]1[CH:20]=[CH:19][C:18](I)=[CH:17][CH:16]=1)[C:5](=[O:11])[O:6][C:7]([CH3:10])([CH3:9])[CH3:8].[CH:28]([O:31][C:32]1[CH:33]=[C:34](B(O)O)[CH:35]=[CH:36][C:37]=1[C:38]([NH:40][S:41]([CH3:44])(=[O:43])=[O:42])=[O:39])([CH3:30])[CH3:29].ClCCl.C(=O)([O-])[O-].[Na+].[Na+], predict the reaction product. The product is: [OH:1][C@H:2]([C:22]1[CH:27]=[CH:26][CH:25]=[CH:24][CH:23]=1)[CH2:3][N:4]([CH2:12][CH2:13][O:14][C:15]1[CH:20]=[CH:19][C:18]([C:34]2[CH:35]=[CH:36][C:37]([C:38]([NH:40][S:41]([CH3:44])(=[O:43])=[O:42])=[O:39])=[C:32]([O:31][CH:28]([CH3:30])[CH3:29])[CH:33]=2)=[CH:17][CH:16]=1)[C:5](=[O:11])[O:6][C:7]([CH3:10])([CH3:9])[CH3:8].